This data is from Full USPTO retrosynthesis dataset with 1.9M reactions from patents (1976-2016). The task is: Predict the reactants needed to synthesize the given product. (1) Given the product [CH3:1][C:2]1[CH:3]=[CH:4][C:5]([CH2:6][O:7][C:8]([N:10]2[CH2:15][CH2:14][CH:13]([CH2:16][NH:17][C:21]3[N:26]=[CH:25][C:24]([F:27])=[CH:23][N:22]=3)[CH2:12][CH2:11]2)=[O:9])=[CH:18][CH:19]=1, predict the reactants needed to synthesize it. The reactants are: [CH3:1][C:2]1[CH:19]=[CH:18][C:5]([CH2:6][O:7][C:8]([N:10]2[CH2:15][CH2:14][CH:13]([CH2:16][NH2:17])[CH2:12][CH2:11]2)=[O:9])=[CH:4][CH:3]=1.Cl[C:21]1[N:26]=[CH:25][C:24]([F:27])=[CH:23][N:22]=1.C(N(CC)CC)C. (2) Given the product [F:1][C:2]1[CH:7]=[CH:6][C:5]([C:8]2[C:13]3[NH:14][C:15](=[O:22])[N:16]([CH2:17][C:18]([OH:21])([CH3:20])[CH3:19])[C:12]=3[CH:11]=[C:10]([C:23]([OH:25])=[O:24])[CH:9]=2)=[CH:4][CH:3]=1.[Cl-:29].[Na+:28], predict the reactants needed to synthesize it. The reactants are: [F:1][C:2]1[CH:7]=[CH:6][C:5]([C:8]2[C:13]3[NH:14][C:15](=[O:22])[N:16]([CH2:17][C:18]([OH:21])([CH3:20])[CH3:19])[C:12]=3[CH:11]=[C:10]([C:23]([O:25]C)=[O:24])[CH:9]=2)=[CH:4][CH:3]=1.[OH-].[Na+:28].[ClH:29]. (3) Given the product [CH2:29]([N:3]([CH2:1][CH3:2])[CH:4]1[CH2:8][CH2:7][N:6]([C:9]([C:11]2[C:15]([CH3:16])=[C:14]([C:17]3[CH:22]=[CH:21][CH:20]=[C:19]([C:23]#[CH:24])[CH:18]=3)[NH:13][N:12]=2)=[O:10])[CH2:5]1)[CH3:30], predict the reactants needed to synthesize it. The reactants are: [CH2:1]([N:3]([CH2:29][CH3:30])[CH:4]1[CH2:8][CH2:7][N:6]([C:9]([C:11]2[C:15]([CH3:16])=[C:14]([C:17]3[CH:22]=[CH:21][CH:20]=[C:19]([C:23]#[C:24][Si](C)(C)C)[CH:18]=3)[NH:13][N:12]=2)=[O:10])[CH2:5]1)[CH3:2].[F-].C([N+](CCCC)(CCCC)CCCC)CCC. (4) Given the product [C:37]1([C:82]2[CH:83]=[CH:84][CH:85]=[CH:86][CH:87]=2)[CH:42]=[CH:41][CH:40]=[CH:39][C:38]=1[N:43]([C:69]1[CH:70]=[CH:71][C:72]([C:75]2[CH:76]=[CH:77][C:78]([C:19]3[CH:20]=[CH:21][C:22]4[C:23]5[C:10]([C:11]6[CH:12]=[CH:13][CH:14]=[CH:15][C:16]=6[C:17]=4[CH:18]=3)=[CH:9][C:8]3=[CH:7][C:6]4[C:26]([C:2]([CH3:36])([CH3:1])[CH:3]=[CH:4][CH:5]=4)=[C:25]3[CH:24]=5)=[CH:79][CH:80]=2)=[CH:73][CH:74]=1)[C:44]1[C:56]2[C:55]3[C:50](=[CH:51][CH:52]=[CH:53][CH:54]=3)[C:49]3([C:68]4[CH:67]=[CH:66][CH:65]=[CH:64][C:63]=4[C:62]4[C:57]3=[CH:58][CH:59]=[CH:60][CH:61]=4)[C:48]=2[CH:47]=[CH:46][CH:45]=1, predict the reactants needed to synthesize it. The reactants are: [CH3:1][C:2]1([CH3:36])[C:26]2[C:6]([CH:7]=[C:8]3[C:25]=2[CH:24]=[C:23]2[C:10]([C:11]4[CH:12]=[CH:13][CH:14]=[CH:15][C:16]=4[C:17]4[CH:18]=[C:19](B5OC(C)(C)C(C)(C)O5)[CH:20]=[CH:21][C:22]=42)=[CH:9]3)=[CH:5][CH:4]=[CH:3]1.[C:37]1([C:82]2[CH:87]=[CH:86][CH:85]=[CH:84][CH:83]=2)[CH:42]=[CH:41][CH:40]=[CH:39][C:38]=1[N:43]([C:69]1[CH:74]=[CH:73][C:72]([C:75]2[CH:80]=[CH:79][C:78](Br)=[CH:77][CH:76]=2)=[CH:71][CH:70]=1)[C:44]1[C:56]2[C:55]3[C:50](=[CH:51][CH:52]=[CH:53][CH:54]=3)[C:49]3([C:68]4[CH:67]=[CH:66][CH:65]=[CH:64][C:63]=4[C:62]4[C:57]3=[CH:58][CH:59]=[CH:60][CH:61]=4)[C:48]=2[CH:47]=[CH:46][CH:45]=1.C([O-])([O-])=O.[Na+].[Na+].CCO. (5) Given the product [Cl:8][C:9]1[CH:14]=[CH:13][C:12]([C:2]2[CH:7]=[CH:6][CH:5]=[CH:4][CH:3]=2)=[CH:11][CH:10]=1, predict the reactants needed to synthesize it. The reactants are: Br[C:2]1[CH:7]=[CH:6][CH:5]=[CH:4][CH:3]=1.[Cl:8][C:9]1[CH:14]=[CH:13][C:12](B(O)O)=[CH:11][CH:10]=1.[O-]P([O-])([O-])=O.[K+].[K+].[K+].